From a dataset of NCI-60 drug combinations with 297,098 pairs across 59 cell lines. Regression. Given two drug SMILES strings and cell line genomic features, predict the synergy score measuring deviation from expected non-interaction effect. (1) Drug 1: CC1=C2C(C(=O)C3(C(CC4C(C3C(C(C2(C)C)(CC1OC(=O)C(C(C5=CC=CC=C5)NC(=O)OC(C)(C)C)O)O)OC(=O)C6=CC=CC=C6)(CO4)OC(=O)C)O)C)O. Drug 2: C(CCl)NC(=O)N(CCCl)N=O. Cell line: LOX IMVI. Synergy scores: CSS=25.2, Synergy_ZIP=-7.46, Synergy_Bliss=-1.29, Synergy_Loewe=-5.71, Synergy_HSA=-5.68. (2) Drug 1: CC12CCC3C(C1CCC2=O)CC(=C)C4=CC(=O)C=CC34C. Drug 2: C1=NC2=C(N=C(N=C2N1C3C(C(C(O3)CO)O)F)Cl)N. Cell line: HCC-2998. Synergy scores: CSS=41.6, Synergy_ZIP=-7.55, Synergy_Bliss=-10.7, Synergy_Loewe=-8.33, Synergy_HSA=-7.39. (3) Drug 1: C1CCC(CC1)NC(=O)N(CCCl)N=O. Drug 2: CC1=C2C(C(=O)C3(C(CC4C(C3C(C(C2(C)C)(CC1OC(=O)C(C(C5=CC=CC=C5)NC(=O)OC(C)(C)C)O)O)OC(=O)C6=CC=CC=C6)(CO4)OC(=O)C)O)C)O. Cell line: NCI-H226. Synergy scores: CSS=26.5, Synergy_ZIP=-6.14, Synergy_Bliss=1.22, Synergy_Loewe=-4.34, Synergy_HSA=3.30. (4) Drug 1: C1CN(CCN1C(=O)CCBr)C(=O)CCBr. Drug 2: C1CC(=O)NC(=O)C1N2C(=O)C3=CC=CC=C3C2=O. Cell line: HCT116. Synergy scores: CSS=34.3, Synergy_ZIP=-3.98, Synergy_Bliss=-6.27, Synergy_Loewe=-7.15, Synergy_HSA=-8.35. (5) Drug 1: CC(CN1CC(=O)NC(=O)C1)N2CC(=O)NC(=O)C2. Drug 2: CN1C2=C(C=C(C=C2)N(CCCl)CCCl)N=C1CCCC(=O)O.Cl. Cell line: MOLT-4. Synergy scores: CSS=67.5, Synergy_ZIP=6.36, Synergy_Bliss=7.88, Synergy_Loewe=0.984, Synergy_HSA=10.9. (6) Drug 1: CC1C(C(CC(O1)OC2CC(CC3=C2C(=C4C(=C3O)C(=O)C5=C(C4=O)C(=CC=C5)OC)O)(C(=O)CO)O)N)O.Cl. Cell line: MALME-3M. Drug 2: CC1C(C(CC(O1)OC2CC(CC3=C2C(=C4C(=C3O)C(=O)C5=CC=CC=C5C4=O)O)(C(=O)C)O)N)O. Synergy scores: CSS=65.7, Synergy_ZIP=0.109, Synergy_Bliss=2.18, Synergy_Loewe=3.97, Synergy_HSA=4.61. (7) Drug 1: C1CC(CCC1OC2=C(C(=CC=C2)Cl)F)(CC3=NC(=CC=C3)NC4=NC=CS4)C(=O)O. Drug 2: COCCOC1=C(C=C2C(=C1)C(=NC=N2)NC3=CC=CC(=C3)C#C)OCCOC. Cell line: SK-OV-3. Synergy scores: CSS=59.8, Synergy_ZIP=5.04, Synergy_Bliss=6.72, Synergy_Loewe=3.33, Synergy_HSA=8.83.